Dataset: Full USPTO retrosynthesis dataset with 1.9M reactions from patents (1976-2016). Task: Predict the reactants needed to synthesize the given product. (1) Given the product [OH:23][C:15]1[C:16]2[CH:22]=[CH:21][N:20]=[CH:19][C:17]=2[N:18]=[C:13]([O:12][C:10]2[CH:9]=[N:8][N:7]([C@@H:3]3[CH2:4][CH2:5][CH2:6][N:1]([C:24](=[O:26])[CH3:25])[CH2:2]3)[CH:11]=2)[N:14]=1, predict the reactants needed to synthesize it. The reactants are: [NH:1]1[CH2:6][CH2:5][CH2:4][C@@H:3]([N:7]2[CH:11]=[C:10]([O:12][C:13]3[N:14]=[C:15]([OH:23])[C:16]4[CH:22]=[CH:21][N:20]=[CH:19][C:17]=4[N:18]=3)[CH:9]=[N:8]2)[CH2:2]1.[C:24](Cl)(=[O:26])[CH3:25]. (2) Given the product [NH2:42][C:38]1[N:37]=[CH:36][N:35]=[C:34]2[C:39]=1[N:40]=[CH:41][N:33]2[C@H:25]1[C@H:26]([OH:27])[C@H:30]([OH:29])[C@@H:23]([CH2:22][N:18]([CH2:17][CH2:16][CH2:15][CH2:14][C:13]2[NH:12][C:3]3[CH:4]=[C:5]([CH:9]([CH3:10])[CH3:11])[C:6]([F:8])=[CH:7][C:2]=3[N:1]=2)[CH:19]([CH3:21])[CH3:20])[O:24]1, predict the reactants needed to synthesize it. The reactants are: [NH2:1][C:2]1[CH:7]=[C:6]([F:8])[C:5]([CH:9]([CH3:11])[CH3:10])=[CH:4][C:3]=1[NH:12][C:13](=O)[CH2:14][CH2:15][CH2:16][CH2:17][N:18]([CH2:22][C@@H:23]1[C@@H:30]2[C@@H:26]([O:27]C(C)(C)[O:29]2)[C@H:25]([N:33]2[CH:41]=[N:40][C:39]3[C:34]2=[N:35][CH:36]=[N:37][C:38]=3[NH2:42])[O:24]1)[CH:19]([CH3:21])[CH3:20].CO. (3) Given the product [Cl:1][C:2]1[C:7]2[CH:8]=[CH:9][N:10]([CH3:11])[C:6]=2[C:5]([C:12]([N:45]2[CH2:50][CH2:49][S:48](=[O:52])(=[O:51])[CH2:47][CH2:46]2)=[O:14])=[CH:4][N:3]=1, predict the reactants needed to synthesize it. The reactants are: [Cl:1][C:2]1[C:7]2[CH:8]=[CH:9][N:10]([CH3:11])[C:6]=2[C:5]([C:12]([OH:14])=O)=[CH:4][N:3]=1.CN(C)CCCN=C=NCC.ON1C2C=CC=CC=2N=N1.C(N1CCOCC1)C.Cl.[NH:45]1[CH2:50][CH2:49][S:48](=[O:52])(=[O:51])[CH2:47][CH2:46]1. (4) Given the product [CH:1]([C:4]1[CH:5]=[CH:6][C:7]([CH2:10][C:11]([N:28]2[CH2:27][CH2:26][C:25]3[C:30](=[C:21]([N:18]4[CH2:17][CH2:16][N:15]([CH3:14])[CH2:20][CH2:19]4)[CH:22]=[CH:23][CH:24]=3)[CH2:29]2)=[O:13])=[CH:8][CH:9]=1)([CH3:2])[CH3:3], predict the reactants needed to synthesize it. The reactants are: [CH:1]([C:4]1[CH:9]=[CH:8][C:7]([CH2:10][C:11]([OH:13])=O)=[CH:6][CH:5]=1)([CH3:3])[CH3:2].[CH3:14][N:15]1[CH2:20][CH2:19][N:18]([C:21]2[CH:22]=[CH:23][CH:24]=[C:25]3[C:30]=2[CH2:29][NH:28][CH2:27][CH2:26]3)[CH2:17][CH2:16]1.CN(C(ON1N=NC2C=CC=NC1=2)=[N+](C)C)C.F[P-](F)(F)(F)(F)F. (5) Given the product [OH:31][C@@H:30]([C:32]1[CH:37]=[CH:36][CH:35]=[CH:34][CH:33]=1)[C:29]([N:11]([C:7]1[CH:6]=[C:5]2[C:10](=[CH:9][CH:8]=1)[N:1]=[CH:2][CH:3]=[CH:4]2)[CH2:21][CH2:20][C:17]1[CH:18]=[CH:19][C:14]([C:13]([F:24])([F:23])[F:12])=[CH:15][CH:16]=1)=[O:28], predict the reactants needed to synthesize it. The reactants are: [N:1]1[C:10]2[C:5](=[CH:6][C:7]([NH2:11])=[CH:8][CH:9]=2)[CH:4]=[CH:3][CH:2]=1.[F:12][C:13]([F:24])([F:23])[C:14]1[CH:19]=[CH:18][C:17]([CH2:20][C:21]#N)=[CH:16][CH:15]=1.C([O:28][C:29](=O)[C@H:30]([C:32]1[CH:37]=[CH:36][CH:35]=[CH:34][CH:33]=1)[OH:31])(=O)C. (6) Given the product [CH2:7]([O:14][C:15](=[O:35])[NH:16][CH:17]1[CH2:29][C:28]2[C:27]3[C:22](=[CH:23][CH:24]=[C:25]([O:30][C:31]([F:34])([F:32])[F:33])[CH:26]=3)[N:21]([CH2:37][C:38]3[CH:43]=[CH:42][CH:41]=[C:40]([F:44])[N:39]=3)[C:20]=2[CH2:19][CH2:18]1)[C:8]1[CH:9]=[CH:10][CH:11]=[CH:12][CH:13]=1, predict the reactants needed to synthesize it. The reactants are: C([O-])([O-])=O.[Cs+].[Cs+].[CH2:7]([O:14][C:15](=[O:35])[NH:16][CH:17]1[CH2:29][C:28]2[C:27]3[C:22](=[CH:23][CH:24]=[C:25]([O:30][C:31]([F:34])([F:33])[F:32])[CH:26]=3)[NH:21][C:20]=2[CH2:19][CH2:18]1)[C:8]1[CH:13]=[CH:12][CH:11]=[CH:10][CH:9]=1.Br[CH2:37][C:38]1[CH:43]=[CH:42][CH:41]=[C:40]([F:44])[N:39]=1. (7) The reactants are: [C:1]([C:3]1[CH:8]=[CH:7][CH:6]=[CH:5][C:4]=1[C:9]1[CH:14]=[CH:13][C:12]([CH2:15][C:16]2[C:17](=[O:54])[N:18]([C@H:28]3[CH2:33][CH2:32][C@H:31]([O:34][CH:35]([CH2:41][CH2:42]OS(C4C=CC(C)=CC=4)(=O)=O)[C:36]([O:38][CH2:39][CH3:40])=[O:37])[CH2:30][CH2:29]3)[C:19]3[N:20]([N:25]=[CH:26][N:27]=3)[C:21]=2[CH2:22][CH2:23][CH3:24])=[C:11]([F:55])[CH:10]=1)#[N:2].CC(C)([O-])C.[K+].Cl. Given the product [C:1]([C:3]1[CH:8]=[CH:7][CH:6]=[CH:5][C:4]=1[C:9]1[CH:14]=[CH:13][C:12]([CH2:15][C:16]2[C:17](=[O:54])[N:18]([C@H:28]3[CH2:33][CH2:32][C@H:31]([O:34][C:35]4([C:36]([O:38][CH2:39][CH3:40])=[O:37])[CH2:42][CH2:41]4)[CH2:30][CH2:29]3)[C:19]3[N:20]([N:25]=[CH:26][N:27]=3)[C:21]=2[CH2:22][CH2:23][CH3:24])=[C:11]([F:55])[CH:10]=1)#[N:2], predict the reactants needed to synthesize it. (8) Given the product [F:1][C:2]([F:4])([F:3])[S:5]([C:6]1[CH:7]=[C:8]([C:12](=[O:14])[CH3:13])[CH:9]=[CH:10][CH:11]=1)=[O:15], predict the reactants needed to synthesize it. The reactants are: [F:1][C:2]([S:5][C:6]1[CH:7]=[C:8]([C:12](=[O:14])[CH3:13])[CH:9]=[CH:10][CH:11]=1)([F:4])[F:3].[OH:15]OS([O-])=O.[K+].